This data is from Full USPTO retrosynthesis dataset with 1.9M reactions from patents (1976-2016). The task is: Predict the reactants needed to synthesize the given product. (1) Given the product [Cl:1][C:2]1[CH:7]=[CH:6][CH:5]=[CH:4][C:3]=1[C:8]1[NH:9][C:10]2[C:15]([C:16]=1[F:35])=[CH:14][C:13]([CH:17]1[CH2:22][CH2:21][N:20]([CH2:23][CH2:24][N:25]([CH3:33])[C:26](=[O:32])[O:27][C:28]([CH3:29])([CH3:30])[CH3:31])[CH2:19][CH2:18]1)=[CH:12][CH:11]=2, predict the reactants needed to synthesize it. The reactants are: [Cl:1][C:2]1[CH:7]=[CH:6][CH:5]=[CH:4][C:3]=1[C:8]1[NH:9][C:10]2[C:15]([CH:16]=1)=[CH:14][C:13]([CH:17]1[CH2:22][CH2:21][N:20]([CH2:23][CH2:24][N:25]([CH3:33])[C:26](=[O:32])[O:27][C:28]([CH3:31])([CH3:30])[CH3:29])[CH2:19][CH2:18]1)=[CH:12][CH:11]=2.[B-](F)(F)(F)[F:35].[B-](F)(F)(F)F.C1[N+]2(CCl)CC[N+](F)(CC2)C1. (2) The reactants are: [C:1]([O:4][C@@H:5]1[C@H:9]([O:10][C:11](=[O:13])[CH3:12])[C@@H:8]([CH2:14][O:15][C:16](=[O:18])[CH3:17])[O:7][C@H:6]1[N:19]1[CH:27]=[N:26][C:25]2[C:20]1=[N:21][CH:22]=[N:23][C:24]=2Cl)(=[O:3])[CH3:2].[OH:29][C:30]1[CH:35]=[CH:34][N:33]=[CH:32][CH:31]=1.CCN(C(C)C)C(C)C. Given the product [C:1]([O:4][C@@H:5]1[C@H:9]([O:10][C:11](=[O:13])[CH3:12])[C@@H:8]([CH2:14][O:15][C:16](=[O:18])[CH3:17])[O:7][C@H:6]1[N:19]1[CH:27]=[N:26][C:25]2[C:20]1=[N:21][CH:22]=[N:23][C:24]=2[N:33]1[CH:34]=[CH:35][C:30](=[O:29])[CH:31]=[CH:32]1)(=[O:3])[CH3:2], predict the reactants needed to synthesize it. (3) Given the product [Br:7][C:8]1[CH:16]=[C:15]2[C:11]([C:24]([CH3:25])([CH3:26])[C:27](=[O:5])[NH:14]2)=[CH:10][CH:9]=1, predict the reactants needed to synthesize it. The reactants are: CC([O-:5])(C)C.[K+].[Br:7][C:8]1[CH:16]=[C:15]2[C:11](CC(=O)[NH:14]2)=[CH:10][CH:9]=1.CI.[Cl-].[NH4+].CO[C:24]([CH3:27])([CH3:26])[CH3:25]. (4) Given the product [Cl:1][C:2]1[N:7]=[C:6]([CH2:8][NH:16][CH2:17][CH2:18][N:19]2[CH2:24][CH2:23][O:22][CH2:21][CH2:20]2)[CH:5]=[C:4]([N:10]2[CH2:15][CH2:14][O:13][CH2:12][CH2:11]2)[N:3]=1, predict the reactants needed to synthesize it. The reactants are: [Cl:1][C:2]1[N:7]=[C:6]([CH:8]=O)[CH:5]=[C:4]([N:10]2[CH2:15][CH2:14][O:13][CH2:12][CH2:11]2)[N:3]=1.[NH2:16][CH2:17][CH2:18][N:19]1[CH2:24][CH2:23][O:22][CH2:21][CH2:20]1. (5) Given the product [CH2:22]([CH:24]1[C:32]2[CH:31]=[C:30]([C:33]([F:36])([F:35])[F:34])[N:29]=[CH:28][C:27]=2[C:26](=[C:5]2[C:4]3[C:8](=[CH:9][CH:10]=[C:2]([F:1])[CH:3]=3)[NH:7][C:6]2=[O:11])[O:25]1)[CH3:23], predict the reactants needed to synthesize it. The reactants are: [F:1][C:2]1[CH:3]=[C:4]2[C:8](=[CH:9][CH:10]=1)[NH:7][C:6](=[O:11])[CH2:5]2.C[Si]([N-][Si](C)(C)C)(C)C.[Li+].[CH2:22]([CH:24]1[C:32]2[CH:31]=[C:30]([C:33]([F:36])([F:35])[F:34])[N:29]=[CH:28][C:27]=2[C:26](=O)[O:25]1)[CH3:23].Cl. (6) Given the product [Cl:60][C:61]1[CH:69]=[CH:68][C:64]([C:65]([NH:34][C:35]2[CH:36]=[CH:37][C:38]([C:41]3[CH:49]=[C:48]4[C:44]([CH2:45][N:46]([C@@H:51]5[CH2:55][CH2:54][CH2:53][C@@H:52]5[C:56]([O:58][CH3:59])=[O:57])[C:47]4=[O:50])=[CH:43][CH:42]=3)=[CH:39][CH:40]=2)=[O:66])=[CH:63][CH:62]=1, predict the reactants needed to synthesize it. The reactants are: C(NC1C=CC(C2C=C3C(CN([C@@H](C(C)C)C(OC)=O)C3=O)=CC=2)=CC=1)(=O)C1C=CC=CC=1.[NH2:34][C:35]1[CH:40]=[CH:39][C:38]([C:41]2[CH:49]=[C:48]3[C:44]([CH2:45][N:46]([C@@H:51]4[CH2:55][CH2:54][CH2:53][C@@H:52]4[C:56]([O:58][CH3:59])=[O:57])[C:47]3=[O:50])=[CH:43][CH:42]=2)=[CH:37][CH:36]=1.[Cl:60][C:61]1[CH:69]=[CH:68][C:64]([C:65](Cl)=[O:66])=[CH:63][CH:62]=1. (7) Given the product [NH2:19]/[C:14](/[CH3:15])=[N:9]\[NH:8][C:6]1[CH:7]=[C:2]([Cl:1])[CH:3]=[CH:4][C:5]=1[N+:10]([O-:12])=[O:11], predict the reactants needed to synthesize it. The reactants are: [Cl:1][C:2]1[CH:3]=[CH:4][C:5]([N+:10]([O-:12])=[O:11])=[C:6]([NH:8][NH2:9])[CH:7]=1.Cl.[C:14](=[NH:19])(OCC)[CH3:15]. (8) The reactants are: [NH2:1][C:2]1[N:7]=[C:6]([N:8]2[C:16]3[C:11](=[CH:12][CH:13]=[C:14](I)[CH:15]=3)[C:10]([C:18]([OH:20])=[O:19])=[N:9]2)[C:5]([Cl:21])=[CH:4][N:3]=1.[CH3:22][C:23]1[O:27][N:26]=[C:25]([C@:28]([OH:32])([C:30]#[CH:31])[CH3:29])[N:24]=1. Given the product [NH2:1][C:2]1[N:7]=[C:6]([N:8]2[C:16]3[C:11](=[CH:12][CH:13]=[C:14]([C:31]#[C:30][C@@:28]([OH:32])([C:25]4[N:24]=[C:23]([CH3:22])[O:27][N:26]=4)[CH3:29])[CH:15]=3)[C:10]([C:18]([OH:20])=[O:19])=[N:9]2)[C:5]([Cl:21])=[CH:4][N:3]=1, predict the reactants needed to synthesize it.